Dataset: Full USPTO retrosynthesis dataset with 1.9M reactions from patents (1976-2016). Task: Predict the reactants needed to synthesize the given product. (1) Given the product [CH3:14][N:12]1[C:11](=[O:15])[CH:10]=[CH:9][C:8]([C:3]2[CH:4]=[CH:5][CH:6]=[CH:7][C:2]=2[O:1][C:17]2[CH:24]=[CH:23][C:20]([C:21]#[N:22])=[CH:19][CH:18]=2)=[N:13]1, predict the reactants needed to synthesize it. The reactants are: [OH:1][C:2]1[CH:7]=[CH:6][CH:5]=[CH:4][C:3]=1[C:8]1[CH:9]=[CH:10][C:11](=[O:15])[N:12]([CH3:14])[N:13]=1.F[C:17]1[CH:24]=[CH:23][C:20]([C:21]#[N:22])=[CH:19][CH:18]=1.[H-].[Na+]. (2) The reactants are: [NH2:1][CH2:2][CH2:3][C:4]1[CH:9]=[CH:8][CH:7]=[CH:6][C:5]=1[CH2:10][NH:11][C:12]([CH2:14][O:15][CH:16]1[CH:21]([C:22]2[CH:27]=[CH:26][C:25]([O:28][CH2:29][CH2:30][CH2:31][O:32][CH2:33][C:34]3[CH:39]=[CH:38][CH:37]=[CH:36][C:35]=3[O:40][CH3:41])=[CH:24][CH:23]=2)[CH2:20][CH2:19][N:18]([C:42]([O:44][C:45]([CH3:48])([CH3:47])[CH3:46])=[O:43])[CH2:17]1)=[O:13].[C:49](Cl)(=[O:51])[CH3:50]. Given the product [C:49]([NH:1][CH2:2][CH2:3][C:4]1[CH:9]=[CH:8][CH:7]=[CH:6][C:5]=1[CH2:10][NH:11][C:12]([CH2:14][O:15][CH:16]1[CH:21]([C:22]2[CH:27]=[CH:26][C:25]([O:28][CH2:29][CH2:30][CH2:31][O:32][CH2:33][C:34]3[CH:39]=[CH:38][CH:37]=[CH:36][C:35]=3[O:40][CH3:41])=[CH:24][CH:23]=2)[CH2:20][CH2:19][N:18]([C:42]([O:44][C:45]([CH3:48])([CH3:47])[CH3:46])=[O:43])[CH2:17]1)=[O:13])(=[O:51])[CH3:50], predict the reactants needed to synthesize it. (3) Given the product [CH:26]1[C:27]2[C:22](=[C:21]([C:18]3[CH:19]=[CH:20][C:14]4[C:13](=[O:31])[NH:12][C:11]5[CH:32]=[C:7]([C:4]([CH3:5])([CH3:6])[C:3]([OH:33])=[O:2])[CH:8]=[CH:9][C:10]=5[NH:16][C:15]=4[CH:17]=3)[CH:30]=[CH:29][CH:28]=2)[CH:23]=[CH:24][N:25]=1, predict the reactants needed to synthesize it. The reactants are: C[O:2][C:3](=[O:33])[C:4]([C:7]1[CH:8]=[CH:9][C:10]2[NH:16][C:15]3[CH:17]=[C:18]([C:21]4[CH:30]=[CH:29][CH:28]=[C:27]5[C:22]=4[CH:23]=[CH:24][N:25]=[CH:26]5)[CH:19]=[CH:20][C:14]=3[C:13](=[O:31])[NH:12][C:11]=2[CH:32]=1)([CH3:6])[CH3:5].O[Li].O.